From a dataset of hERG Central: cardiac toxicity at 1µM, 10µM, and general inhibition. Predict hERG channel inhibition at various concentrations. (1) The compound is O=C(c1cccn2c(=O)c3cc(Cl)ccc3nc12)N1CCOCC1. Results: hERG_inhib (hERG inhibition (general)): blocker. (2) The compound is Cc1ccc(Nc2cc(C)nc3c(C)cccc23)cc1. Results: hERG_inhib (hERG inhibition (general)): blocker. (3) The molecule is COc1ccc(C(=O)NCc2ccccc2CN2CCCC2)cc1S(=O)(=O)Nc1ccc(C)cc1. Results: hERG_inhib (hERG inhibition (general)): blocker. (4) The compound is Cc1ccc(C(=O)N/C(=C\c2ccccc2)C(=O)NCc2ccncc2)cc1. Results: hERG_inhib (hERG inhibition (general)): blocker.